This data is from Reaction yield outcomes from USPTO patents with 853,638 reactions. The task is: Predict the reaction yield, written as a fraction of the theoretical maximum amount of product (1.0 means a 100% yield; for example, 0.34 means a 34% yield). (1) The reactants are [Cl:1][C:2]1[CH:21]=[C:20]([Cl:22])[CH:19]=[CH:18][C:3]=1[CH2:4][CH:5]1[CH2:9][CH2:8][N:7]([CH:10]2[CH2:15][CH2:14][C:13](=[O:16])[CH2:12][CH2:11]2)[C:6]1=[O:17].[BH4-].[Na+]. The catalyst is CO. The product is [Cl:1][C:2]1[CH:21]=[C:20]([Cl:22])[CH:19]=[CH:18][C:3]=1[CH2:4][CH:5]1[CH2:9][CH2:8][N:7]([C@H:10]2[CH2:11][CH2:12][C@H:13]([OH:16])[CH2:14][CH2:15]2)[C:6]1=[O:17]. The yield is 0.880. (2) The reactants are [Cl:1][C:2]1[N:7]=[C:6](Cl)[CH:5]=[C:4]([C:9]2[CH:14]=[CH:13][CH:12]=[CH:11][CH:10]=2)[N:3]=1.[CH2:15]1[CH:19]2[CH2:20][CH:21]([NH2:22])[CH:17]([CH2:18]2)[CH2:16]1.C([O-])([O-])=O.[K+].[K+]. The catalyst is CN(C=O)C. The product is [CH:17]12[CH2:18][CH:19]([CH2:15][CH2:16]1)[CH2:20][CH:21]2[NH:22][C:6]1[CH:5]=[C:4]([C:9]2[CH:14]=[CH:13][CH:12]=[CH:11][CH:10]=2)[N:3]=[C:2]([Cl:1])[N:7]=1. The yield is 0.490. (3) The reactants are [NH:1]1[C:9]2[C:4](=[CH:5][CH:6]=[CH:7][CH:8]=2)[C:3](/[CH:10]=[C:11]2\[O:12][C:13]3[C:20]([CH2:21][N:22]4[CH2:27][CH2:26][N:25](C(OC(C)(C)C)=O)[CH2:24][CH2:23]4)=[CH:19][C:18]([O:35][CH3:36])=[CH:17][C:14]=3[C:15]\2=[O:16])=[CH:2]1.[ClH:37]. The catalyst is C(Cl)Cl.O1CCOCC1. The product is [ClH:37].[ClH:37].[NH:1]1[C:9]2[C:4](=[CH:5][CH:6]=[CH:7][CH:8]=2)[C:3](/[CH:10]=[C:11]2\[O:12][C:13]3[C:20]([CH2:21][N:22]4[CH2:23][CH2:24][NH:25][CH2:26][CH2:27]4)=[CH:19][C:18]([O:35][CH3:36])=[CH:17][C:14]=3[C:15]\2=[O:16])=[CH:2]1. The yield is 0.730. (4) The reactants are Br[C:2]1[CH:7]=[CH:6][CH:5]=[CH:4][C:3]=1[Cl:8].[F:9][C:10]1[CH:15]=[CH:14][CH:13]=[C:12]([O:16][CH3:17])[C:11]=1B(O)O.CC1C=CC(S(OCC2CC3C(C4C=CC=CC=4)=CC=CC=3O2)(=O)=O)=CC=1. No catalyst specified. The product is [CH3:17][O:16][C:12]1[C:11]([C:2]2[CH:7]=[CH:6][CH:5]=[CH:4][C:3]=2[Cl:8])=[C:10]([F:9])[CH:15]=[CH:14][CH:13]=1. The yield is 0.290.